Task: Predict the reaction yield, written as a fraction of the theoretical maximum amount of product (1.0 means a 100% yield; for example, 0.34 means a 34% yield).. Dataset: Reaction yield outcomes from USPTO patents with 853,638 reactions (1) The reactants are FC(F)(F)C(O)=O.[C:8]1([C:14]2[CH:19]=[C:18]([CH:20]3[CH2:25][CH2:24][NH:23][CH2:22][CH2:21]3)[CH:17]=[CH:16][C:15]=2[NH:26][C:27]([C:29]2[NH:30][CH:31]=[C:32]([C:34]#[N:35])[N:33]=2)=[O:28])[CH2:13][CH2:12][CH2:11][CH2:10][CH:9]=1.CCN(CC)CC.[CH3:43][C:44]1([CH3:51])[O:49][CH2:48][C:47](=O)[CH2:46][O:45]1.[BH-](OC(C)=O)(OC(C)=O)OC(C)=O.[Na+]. The catalyst is C(Cl)Cl.O. The product is [C:8]1([C:14]2[CH:19]=[C:18]([CH:20]3[CH2:21][CH2:22][N:23]([CH:47]4[CH2:48][O:49][C:44]([CH3:51])([CH3:43])[O:45][CH2:46]4)[CH2:24][CH2:25]3)[CH:17]=[CH:16][C:15]=2[NH:26][C:27]([C:29]2[NH:30][CH:31]=[C:32]([C:34]#[N:35])[N:33]=2)=[O:28])[CH2:13][CH2:12][CH2:11][CH2:10][CH:9]=1. The yield is 0.280. (2) The reactants are [CH3:1][O:2][C:3]1[CH:8]=[CH:7][C:6]([C:9]2[CH2:13]O[C:11](=[O:14])[C:10]=2[C:15]2[CH:20]=[CH:19][C:18]([O:21][CH2:22][C:23]3[CH:32]=[CH:31][C:30]4[C:25](=[CH:26][CH:27]=[CH:28][CH:29]=4)[N:24]=3)=[CH:17][CH:16]=2)=[CH:5][CH:4]=1.[CH3:33][NH2:34]. No catalyst specified. The product is [CH3:1][O:2][C:3]1[CH:4]=[CH:5][C:6]([C:9]2[CH2:13][N:34]([CH3:33])[C:11](=[O:14])[C:10]=2[C:15]2[CH:16]=[CH:17][C:18]([O:21][CH2:22][C:23]3[CH:32]=[CH:31][C:30]4[C:25](=[CH:26][CH:27]=[CH:28][CH:29]=4)[N:24]=3)=[CH:19][CH:20]=2)=[CH:7][CH:8]=1. The yield is 0.290.